Predict the reaction yield, written as a fraction of the theoretical maximum amount of product (1.0 means a 100% yield; for example, 0.34 means a 34% yield). From a dataset of Reaction yield outcomes from USPTO patents with 853,638 reactions. The reactants are [NH2:1][CH2:2][C@@H:3]1[CH2:8][CH2:7][N:6]([CH2:9][C:10]2[CH:15]=[CH:14][CH:13]=[CH:12][CH:11]=2)[CH2:5][C@H:4]1[OH:16].CN([CH:20]=[O:21])C.C1N=CN(C(N2C=NC=C2)=O)C=1. The catalyst is CCOC(C)=O. The product is [CH2:9]([N:6]1[CH2:7][CH2:8][C@H:3]2[CH2:2][NH:1][C:20](=[O:21])[O:16][C@@H:4]2[CH2:5]1)[C:10]1[CH:15]=[CH:14][CH:13]=[CH:12][CH:11]=1. The yield is 0.690.